This data is from CYP3A4 inhibition data for predicting drug metabolism from PubChem BioAssay. The task is: Regression/Classification. Given a drug SMILES string, predict its absorption, distribution, metabolism, or excretion properties. Task type varies by dataset: regression for continuous measurements (e.g., permeability, clearance, half-life) or binary classification for categorical outcomes (e.g., BBB penetration, CYP inhibition). Dataset: cyp3a4_veith. The compound is Clc1ccc(C2=C3CCCCn4c(-c5ccccc5)c[n+](c43)C2)cc1.[Br-]. The result is 0 (non-inhibitor).